This data is from NCI-60 drug combinations with 297,098 pairs across 59 cell lines. The task is: Regression. Given two drug SMILES strings and cell line genomic features, predict the synergy score measuring deviation from expected non-interaction effect. (1) Drug 1: CC1=CC2C(CCC3(C2CCC3(C(=O)C)OC(=O)C)C)C4(C1=CC(=O)CC4)C. Drug 2: CCCCC(=O)OCC(=O)C1(CC(C2=C(C1)C(=C3C(=C2O)C(=O)C4=C(C3=O)C=CC=C4OC)O)OC5CC(C(C(O5)C)O)NC(=O)C(F)(F)F)O. Cell line: SW-620. Synergy scores: CSS=4.48, Synergy_ZIP=4.95, Synergy_Bliss=6.53, Synergy_Loewe=4.57, Synergy_HSA=3.88. (2) Drug 1: C1CCC(CC1)NC(=O)N(CCCl)N=O. Drug 2: CC1C(C(CC(O1)OC2CC(CC3=C2C(=C4C(=C3O)C(=O)C5=CC=CC=C5C4=O)O)(C(=O)C)O)N)O. Cell line: MDA-MB-435. Synergy scores: CSS=44.3, Synergy_ZIP=-5.54, Synergy_Bliss=-6.05, Synergy_Loewe=-5.52, Synergy_HSA=-2.78.